From a dataset of Full USPTO retrosynthesis dataset with 1.9M reactions from patents (1976-2016). Predict the reactants needed to synthesize the given product. Given the product [NH2:10][C:8]1[N:7]([C:11]2[CH:16]=[C:15]([F:17])[CH:14]=[C:13]([F:18])[CH:12]=2)[C:6]2[CH:19]=[C:2]([C:39]3[C:40]([N:42]([CH3:47])[S:43]([CH3:46])(=[O:45])=[O:44])=[CH:41][C:31]4[O:30][C:29]([C:26]5[CH:27]=[CH:28][C:23]([F:22])=[CH:24][CH:25]=5)=[C:33]([C:34]([NH:36][CH3:37])=[O:35])[C:32]=4[CH:38]=3)[CH:3]=[C:4]([O:20][CH3:21])[C:5]=2[N:9]=1, predict the reactants needed to synthesize it. The reactants are: Br[C:2]1[CH:3]=[C:4]([O:20][CH3:21])[C:5]2[N:9]=[C:8]([NH2:10])[N:7]([C:11]3[CH:16]=[C:15]([F:17])[CH:14]=[C:13]([F:18])[CH:12]=3)[C:6]=2[CH:19]=1.[F:22][C:23]1[CH:28]=[CH:27][C:26]([C:29]2[O:30][C:31]3[CH:41]=[C:40]([N:42]([CH3:47])[S:43]([CH3:46])(=[O:45])=[O:44])[C:39](B4OC(C)(C)C(C)(C)O4)=[CH:38][C:32]=3[C:33]=2[C:34]([NH:36][CH3:37])=[O:35])=[CH:25][CH:24]=1.C([O-])([O-])=O.[K+].[K+].